Dataset: Catalyst prediction with 721,799 reactions and 888 catalyst types from USPTO. Task: Predict which catalyst facilitates the given reaction. (1) Reactant: [OH:1][C:2]1[CH:3]=[C:4]([CH:9]=[C:10]([OH:13])[C:11]=1[OH:12])[C:5]([O:7][CH3:8])=[O:6].[CH3:14][O:15][CH2:16][CH2:17][O:18][CH2:19][CH2:20][O:21][CH2:22][CH2:23][O:24][CH2:25][CH2:26][O:27][CH2:28][CH2:29][O:30][CH2:31][CH2:32][O:33][CH2:34][CH2:35][O:36][CH2:37][CH2:38][O:39][CH2:40][CH2:41][O:42][CH2:43][CH2:44][O:45][CH2:46][CH2:47]OS(C1C=CC(C)=CC=1)(=O)=O.[CH2:59]1[O:76][CH2:75][CH2:74][O:73][CH2:72][CH2:71][O:70][CH2:69][CH2:68][O:67][CH2:66][CH2:65][O:64][CH2:63][CH2:62][O:61][CH2:60]1. Product: [CH3:14][O:15][CH2:16][CH2:17][O:18][CH2:19][CH2:20][O:21][CH2:22][CH2:23][O:24][CH2:25][CH2:26][O:27][CH2:28][CH2:29][O:30][CH2:31][CH2:32][O:33][CH2:34][CH2:35][O:36][CH2:37][CH2:38][O:39][CH2:40][CH2:41][O:42][CH2:43][CH2:44][O:45][CH2:46][CH2:47][O:1][C:2]1[CH:3]=[C:4]([CH:9]=[C:10]([O:13][CH2:47][CH2:46][O:45][CH2:44][CH2:43][O:42][CH2:41][CH2:40][O:39][CH2:38][CH2:37][O:36][CH2:35][CH2:34][O:33][CH2:32][CH2:31][O:30][CH2:29][CH2:28][O:27][CH2:26][CH2:25][O:24][CH2:23][CH2:22][O:21][CH2:20][CH2:19][O:18][CH2:17][CH2:16][O:15][CH3:14])[C:11]=1[O:12][CH2:26][CH2:25][O:24][CH2:23][CH2:22][O:21][CH2:20][CH2:19][O:18][CH2:17][CH2:16][O:15][CH2:14][CH2:59][O:76][CH2:75][CH2:74][O:73][CH2:72][CH2:71][O:70][CH2:69][CH2:68][O:67][CH2:66][CH2:65][O:64][CH2:63][CH2:62][O:61][CH2:60][CH2:29][O:30][CH3:31])[C:5]([O:7][CH3:8])=[O:6]. The catalyst class is: 21. (2) Reactant: [NH2:1][C:2]1[N:7]=[C:6]([C:8]([NH:10][CH2:11][C:12]2[CH:17]=[CH:16][CH:15]=[C:14]([CH2:18][O:19][CH3:20])[N:13]=2)=[O:9])[CH:5]=[C:4]([C:21]2[O:22][C:23]([CH3:26])=[CH:24][CH:25]=2)[N:3]=1.[Br:27]N1C(=O)CCC1=O. Product: [NH2:1][C:2]1[N:7]=[C:6]([C:8]([NH:10][CH2:11][C:12]2[CH:17]=[CH:16][CH:15]=[C:14]([CH2:18][O:19][CH3:20])[N:13]=2)=[O:9])[C:5]([Br:27])=[C:4]([C:21]2[O:22][C:23]([CH3:26])=[CH:24][CH:25]=2)[N:3]=1. The catalyst class is: 15.